Dataset: Experimentally validated miRNA-target interactions with 360,000+ pairs, plus equal number of negative samples. Task: Binary Classification. Given a miRNA mature sequence and a target amino acid sequence, predict their likelihood of interaction. (1) The miRNA is hsa-miR-7974 with sequence AGGCUGUGAUGCUCUCCUGAGCCC. The protein sequence of the target gene is MKSAKGIENLAFVPSSPDILRRLSASPSQIEVSALSSDPQRENSQPQELQKPQEPQKSPEPSLPSAPPNVSEEKLRSLSLSEFEEGSYGWRNFHPQCLQRCNTPGGFLLHYCLLAVTQGIVVNGLVNISISTVEKRYEMKSSLTGLISSSYDISFCLLSLFVSFFGERGHKPRWLAFAAFMIGLGALVFSLPQFFSGEYKLGSLFEDTCVTTRNSTSCTSSTSSLSNYLYVFILGQLLLGAGGTPLYTLGTAFLDDSVPTHKSSLYIGTGYAMSILGPAIGYVLGGQLLTIYIDVAMGES.... Result: 0 (no interaction). (2) The miRNA is mmu-miR-93-5p with sequence CAAAGUGCUGUUCGUGCAGGUAG. The protein sequence of the target gene is MGNTVHRTLPDSSPPARLLATRPCYGPGPERRAVLGEAPRFHAQAKGKNVRLDGHSRRATRRNSFCNGVTFTQRPIRLYEQVRLRLVAVRPGWSGALRFGFTAHDPSLMSAQDIPKYACPDLVTRPGYWAKALPENLALRDTVLAYWADRHGRVFYSVNDGEPVLFHCGVAVGGPLWALIDVYGITDEVQLLESTFADTLTPLRLGQARLSACPPPGSHDAANFDNNELENNQVVAKLGHLALGRPDAAVPCVARERPRPASSPALLDAELRFHATRGPDVSLSADRRLACAPRPDGGRT.... Result: 1 (interaction). (3) The miRNA is mmu-miR-1897-5p with sequence CUUUGGAUGGAGAAAGAGGGGG. The protein sequence of the target gene is MAKGLLVTYALWAVGGPAGLHHLYLGRDSHALLWMLTLGGGGLGWLWEFWKLPSFVAQANRAQGQRQSPRGVTPPLSPIRFAAQVIVGIYFGLVALISLSSMVNFYIVALPLAVGLGVLLVAAVGNQTSDFKNTLGSAFLTSPIFYGRPIAILPISVAASITAQRHRRYKALVASEPLSVRLYRLGLAYLAFTGPLAYSALCNTAATLSYVAETFGSFLNWFSFFPLLGRLMEFVLLLPYRIWRLLMGETGFNSSCFQEWAKLYEFVHSFQDEKRQLAYQVLGLSEGATNEEIHRSYQEL.... Result: 0 (no interaction). (4) The miRNA is hsa-miR-632 with sequence GUGUCUGCUUCCUGUGGGA. The protein sequence of the target gene is MTQGKLSVANKAPGTEGQQQVHGEKKEAPAVPSAPPSYEEATSGEGMKAGAFPPAPTAVPLHPSWAYVDPSSSSSYDNGFPTGDHELFTTFSWDDQKVRRVFVRKVYTILLIQLLVTLAVVALFTFCDPVKDYVQANPGWYWASYAVFFATYLTLACCSGPRRHFPWNLILLTVFTLSMAYLTGMLSSYYNTTSVLLCLGITALVCLSVTVFSFQTKFDFTSCQGVLFVLLMTLFFSGLILAILLPFQYVPWLHAVYAALGAGVFTLFLALDTQLLMGNRRHSLSPEEYIFGALNIYLDI.... Result: 1 (interaction). (5) The miRNA is hsa-miR-940 with sequence AAGGCAGGGCCCCCGCUCCCC. The protein sequence of the target gene is MAPTLFQKLFSKRTGLGAPGRDARDPDCGFSWPLPEFDPSQIRLIVYQDCERRGRNVLFDSSVKRRNEDISVSKLGSDAQVKVFGKCCQLKPGGDSSSSLDSSVTSSSDIKDQCLKYQGSRCSSDANMLGEMMFGSVAMSYKGSTLKIHQIRSPPQLMLSKVFTARTGSSICGSLNTLQDSLEFINQDNNTLKADNNTVINGLLGNIGLSQFCSPRRAFSEQGPLRLIRSASFFAVHSNPMDMPGRELNEDRDSGIARSASLSSLLITPFPSPNSSLTRSCASSYQRRWRRSQTTSLENG.... Result: 0 (no interaction).